From a dataset of Catalyst prediction with 721,799 reactions and 888 catalyst types from USPTO. Predict which catalyst facilitates the given reaction. The catalyst class is: 6. Product: [I:18][C:6]1[CH:14]=[CH:13][C:9]([C:10]([OH:12])=[O:11])=[CH:8][C:7]=1[O:15][CH3:16]. Reactant: N([O-])=O.[Na+].N[C:6]1[CH:14]=[CH:13][C:9]([C:10]([OH:12])=[O:11])=[CH:8][C:7]=1[O:15][CH3:16].Cl.[I-:18].[Na+].